From a dataset of Catalyst prediction with 721,799 reactions and 888 catalyst types from USPTO. Predict which catalyst facilitates the given reaction. (1) Reactant: [O:1]=[CH:2][C:3]1[CH:11]=[CH:10][C:8]([OH:9])=[C:5]([O:6][CH3:7])[CH:4]=1.[CH2:12](Br)[CH:13]=[CH2:14].C(=O)([O-])[O-].[K+].[K+]. Product: [CH3:7][O:6][C:5]1[CH:4]=[C:3]([CH:11]=[CH:10][C:8]=1[O:9][CH2:14][CH:13]=[CH2:12])[CH:2]=[O:1]. The catalyst class is: 21. (2) Reactant: [NH2:1][CH2:2][CH2:3][CH2:4][N:5]([C@@H:15]([C:19]1[N:28]([CH2:29][C:30]2[CH:35]=[CH:34][CH:33]=[CH:32][CH:31]=2)[C:27](=[O:36])[C:26]2[C:21](=[CH:22][C:23]([Cl:37])=[CH:24][CH:25]=2)[N:20]=1)[CH:16]([CH3:18])[CH3:17])[C:6](=[O:14])[C:7]1[CH:12]=[CH:11][C:10]([CH3:13])=[CH:9][CH:8]=1.C(N)(=O)C1C=CC=CC=1.[CH3:47][S:48]([OH:51])(=[O:50])=[O:49]. Product: [S:48]([OH:51])(=[O:50])(=[O:49])[CH3:47].[NH2:1][CH2:2][CH2:3][CH2:4][N:5]([C@@H:15]([C:19]1[N:28]([CH2:29][C:30]2[CH:31]=[CH:32][CH:33]=[CH:34][CH:35]=2)[C:27](=[O:36])[C:26]2[C:21](=[CH:22][C:23]([Cl:37])=[CH:24][CH:25]=2)[N:20]=1)[CH:16]([CH3:17])[CH3:18])[C:6](=[O:14])[C:7]1[CH:8]=[CH:9][C:10]([CH3:13])=[CH:11][CH:12]=1. The catalyst class is: 237. (3) Reactant: C(OC([NH:8][C:9]([CH3:47])([C:11]([NH:13][CH:14]1[C@@H:21]2[N:17]([CH2:18][C@H:19]([O:29][C@@H:30]([C:32]3[CH:37]=[C:36]([C:38]([F:41])([F:40])[F:39])[CH:35]=[C:34]([C:42]([F:45])([F:44])[F:43])[CH:33]=3)[CH3:31])[C@H:20]2[C:22]2[CH:27]=[CH:26][C:25]([F:28])=[CH:24][CH:23]=2)[C:16](=[O:46])[CH2:15]1)=[O:12])[CH3:10])=O)(C)(C)C.[ClH:48]. Product: [ClH:48].[F:45][C:42]([F:43])([F:44])[C:34]1[CH:33]=[C:32]([C@H:30]([O:29][C@@H:19]2[C@@H:20]([C:22]3[CH:23]=[CH:24][C:25]([F:28])=[CH:26][CH:27]=3)[C@H:21]3[N:17]([C:16](=[O:46])[CH2:15][CH:14]3[NH:13][C:11](=[O:12])[C:9]([CH3:47])([CH3:10])[NH2:8])[CH2:18]2)[CH3:31])[CH:37]=[C:36]([C:38]([F:40])([F:41])[F:39])[CH:35]=1. The catalyst class is: 12. (4) Reactant: [CH:1](O)=[O:2].CN(C(ON1N=NC2C=CC=NC1=2)=[N+](C)C)C.F[P-](F)(F)(F)(F)F.CCN(C(C)C)C(C)C.[NH2:37][C@H:38]([CH2:47][C:48]1[CH:53]=[CH:52][C:51]([C:54]2[CH:59]=[CH:58][CH:57]=[C:56]([Cl:60])[CH:55]=2)=[CH:50][CH:49]=1)[CH2:39][C@:40]([CH2:45][OH:46])([CH3:44])[C:41]([OH:43])=[O:42]. Product: [Cl:60][C:56]1[CH:55]=[C:54]([C:51]2[CH:52]=[CH:53][C:48]([CH2:47][C@@H:38]([NH:37][CH:1]=[O:2])[CH2:39][C@:40]([CH2:45][OH:46])([CH3:44])[C:41]([OH:43])=[O:42])=[CH:49][CH:50]=2)[CH:59]=[CH:58][CH:57]=1. The catalyst class is: 3. (5) Reactant: [C:1]([O:5][C:6]([N:8]1[CH2:13][CH2:12][N:11]([C:14]2[CH:19]=[CH:18][CH:17]=[CH:16][C:15]=2[C:20]#[N:21])[CH2:10][CH2:9]1)=[O:7])([CH3:4])([CH3:3])[CH3:2].[Cl:22]N1C(=O)CCC1=O. Product: [C:1]([O:5][C:6]([N:8]1[CH2:9][CH2:10][N:11]([C:14]2[CH:19]=[CH:18][C:17]([Cl:22])=[CH:16][C:15]=2[C:20]#[N:21])[CH2:12][CH2:13]1)=[O:7])([CH3:4])([CH3:2])[CH3:3]. The catalyst class is: 10. (6) Reactant: [CH:1]([N:4]1[C:10]2[CH:11]=[C:12]([N+:15]([O-])=O)[CH:13]=[CH:14][C:9]=2[O:8][CH2:7][CH2:6][CH2:5]1)([CH3:3])[CH3:2]. Product: [CH:1]([N:4]1[C:10]2[CH:11]=[C:12]([NH2:15])[CH:13]=[CH:14][C:9]=2[O:8][CH2:7][CH2:6][CH2:5]1)([CH3:3])[CH3:2]. The catalyst class is: 43.